This data is from Forward reaction prediction with 1.9M reactions from USPTO patents (1976-2016). The task is: Predict the product of the given reaction. (1) Given the reactants [CH2:1]([C:3]1[CH:4]=[C:5]([CH:8]=[CH:9][C:10]=1[N:11]([CH3:22])[C:12]1[N:17]=[CH:16][C:15]2[N:18]=[CH:19][N:20]([CH3:21])[C:14]=2[CH:13]=1)[C:6]#[N:7])[CH3:2].C[OH:24].C(Cl)Cl.O, predict the reaction product. The product is: [CH2:1]([C:3]1[CH:4]=[C:5]([CH:8]=[CH:9][C:10]=1[N:11]([CH3:22])[C:12]1[N:17]=[CH:16][C:15]2[N:18]=[CH:19][N:20]([CH3:21])[C:14]=2[CH:13]=1)[C:6]([NH2:7])=[O:24])[CH3:2]. (2) Given the reactants BrN1[C:6](=[O:7])[CH2:5][CH2:4][C:3]1=O.[CH2:9](N(S(F)(F)F)[CH2:12][CH3:13])[CH3:10].C(=O)(O)[O-:19].[Na+], predict the reaction product. The product is: [C:12]([O:7][CH2:6][CH3:5])(=[O:19])[CH3:13].[CH3:3][CH2:4][CH2:5][CH2:6][CH2:9][CH3:10]. (3) Given the reactants COC(C)(C)C.O.[C:8]([O:11][CH:12]([O:16][C:17]([CH3:19])=[S:18])[CH:13]([CH3:15])[CH3:14])(=[O:10])[CH3:9], predict the reaction product. The product is: [C:8]([O:11][C@@H:12]([O:16][C:17]([CH3:19])=[S:18])[CH:13]([CH3:15])[CH3:14])(=[O:10])[CH3:9]. (4) Given the reactants [CH3:1][O:2][C:3](=[O:28])[NH:4][C@H:5]([C:9]([N:11]1[CH2:15][CH2:14][CH2:13][C@H:12]1[C:16]1[NH:17][CH:18]=[C:19]([C:21]2[CH:26]=[CH:25][C:24](Br)=[CH:23][CH:22]=2)[N:20]=1)=[O:10])[CH:6]([CH3:8])[CH3:7].[CH3:29][C:30]1([CH3:46])[C:34]([CH3:36])([CH3:35])[O:33][B:32]([B:32]2[O:33][C:34]([CH3:36])([CH3:35])[C:30]([CH3:46])([CH3:29])[O:31]2)[O:31]1.C([O-])(=O)C.[K+].C(Cl)Cl, predict the reaction product. The product is: [CH3:1][O:2][C:3](=[O:28])[NH:4][C@H:5]([C:9]([N:11]1[CH2:15][CH2:14][CH2:13][C@H:12]1[C:16]1[NH:17][CH:18]=[C:19]([C:21]2[CH:26]=[CH:25][C:24]([B:32]3[O:33][C:34]([CH3:36])([CH3:35])[C:30]([CH3:46])([CH3:29])[O:31]3)=[CH:23][CH:22]=2)[N:20]=1)=[O:10])[CH:6]([CH3:8])[CH3:7]. (5) Given the reactants [Br:1][C:2]1[C:3]2[N:11]([CH2:12][CH3:13])[C:10]([CH2:14][C:15]#[N:16])=[N:9][C:4]=2[C:5]([Cl:8])=[N:6][CH:7]=1.[N:17]([O-])=[O:18].[Na+], predict the reaction product. The product is: [Br:1][C:2]1[C:3]2[N:11]([CH2:12][CH3:13])[C:10]([C:14](=[N:17][OH:18])[C:15]#[N:16])=[N:9][C:4]=2[C:5]([Cl:8])=[N:6][CH:7]=1. (6) Given the reactants C[Si](C[Si](Br)(C)C)(C)C.[CH:10]1[C:22]2[N:21]([CH2:23][CH2:24][CH2:25][P:26](=[O:33])([O:30]CC)[O:27]CC)[C:20]3[C:15](=[CH:16][CH:17]=[CH:18][CH:19]=3)[C:14]=2[CH:13]=[CH:12][CH:11]=1, predict the reaction product. The product is: [CH:10]1[C:22]2[N:21]([CH2:23][CH2:24][CH2:25][P:26](=[O:27])([OH:30])[OH:33])[C:20]3[C:15](=[CH:16][CH:17]=[CH:18][CH:19]=3)[C:14]=2[CH:13]=[CH:12][CH:11]=1.